Dataset: Catalyst prediction with 721,799 reactions and 888 catalyst types from USPTO. Task: Predict which catalyst facilitates the given reaction. (1) Reactant: [H-].[Na+].P(=O)([O-])O[C:5](CC)(CC)[C:6]#[N:7].[Br:14][C:15]1[CH:22]=[CH:21][C:18]([CH:19]=O)=[CH:17][CH:16]=1. Product: [Br:14][C:15]1[CH:22]=[CH:21][C:18]([CH:19]=[CH:5][C:6]#[N:7])=[CH:17][CH:16]=1. The catalyst class is: 1. (2) Reactant: [CH:1]1([N:6]2[C:14]3[C:9](=[CH:10][CH:11]=[C:12]([C:15]4[N:19]([C:20]5[CH:28]=[CH:27][C:23]([C:24]([OH:26])=O)=[CH:22][CH:21]=5)[N:18]=[CH:17][CH:16]=4)[CH:13]=3)[C:8]([CH2:29][CH3:30])=[N:7]2)[CH2:5][CH2:4][CH2:3][CH2:2]1.[CH2:31]([NH:33][CH2:34][CH3:35])[CH3:32].CN(C(ON1N=NC2C=CC=NC1=2)=[N+](C)C)C.F[P-](F)(F)(F)(F)F.C(N(CC)C(C)C)(C)C. Product: [CH:1]1([N:6]2[C:14]3[C:9](=[CH:10][CH:11]=[C:12]([C:15]4[N:19]([C:20]5[CH:21]=[CH:22][C:23]([C:24]([N:33]([CH2:34][CH3:35])[CH2:31][CH3:32])=[O:26])=[CH:27][CH:28]=5)[N:18]=[CH:17][CH:16]=4)[CH:13]=3)[C:8]([CH2:29][CH3:30])=[N:7]2)[CH2:5][CH2:4][CH2:3][CH2:2]1. The catalyst class is: 9.